This data is from Reaction yield outcomes from USPTO patents with 853,638 reactions. The task is: Predict the reaction yield, written as a fraction of the theoretical maximum amount of product (1.0 means a 100% yield; for example, 0.34 means a 34% yield). (1) The reactants are [CH2:1]([C:3]1[NH:7][N:6]=[C:5]([NH2:8])[CH:4]=1)C.Br[C:10]1[C:11](=[O:18])[N:12]([CH3:17])[N:13]=[C:14]([Cl:16])[CH:15]=1.C(=O)([O-])[O-].[Cs+].[Cs+].CC1(C)C2C(=C(P(C3C=CC=CC=3)C3C=CC=CC=3)C=CC=2)OC2C(P(C3C=CC=CC=3)C3C=CC=CC=3)=CC=CC1=2. The catalyst is C1C=CC(/C=C/C(/C=C/C2C=CC=CC=2)=O)=CC=1.C1C=CC(/C=C/C(/C=C/C2C=CC=CC=2)=O)=CC=1.C1C=CC(/C=C/C(/C=C/C2C=CC=CC=2)=O)=CC=1.[Pd].[Pd].O1CCOCC1. The product is [Cl:16][C:14]1[CH:15]=[C:10]([NH:8][C:5]2[CH:4]=[C:3]([CH3:1])[NH:7][N:6]=2)[C:11](=[O:18])[N:12]([CH3:17])[N:13]=1. The yield is 0.750. (2) The reactants are [CH2:1]([O:8][C:9]1[CH:14]=[CH:13][N:12]([C:15]2[S:19][C:18]([C:20](O)=[O:21])=[C:17]([CH3:23])[CH:16]=2)[C:11](=[O:24])[CH:10]=1)[C:2]1[CH:7]=[CH:6][CH:5]=[CH:4][CH:3]=1.[NH2:25][CH2:26][C:27]1[CH:28]=[N:29][CH:30]=[CH:31][CH:32]=1. No catalyst specified. The product is [CH2:1]([O:8][C:9]1[CH:14]=[CH:13][N:12]([C:15]2[S:19][C:18]([C:20]([NH:25][CH2:26][C:27]3[CH:28]=[N:29][CH:30]=[CH:31][CH:32]=3)=[O:21])=[C:17]([CH3:23])[CH:16]=2)[C:11](=[O:24])[CH:10]=1)[C:2]1[CH:3]=[CH:4][CH:5]=[CH:6][CH:7]=1. The yield is 0.390. (3) The reactants are [C:1]([C:5]1[CH:9]=[C:8]([NH:10][C:11]([NH:13][C@@H:14]2[C:23]3[C:18](=[CH:19][CH:20]=[CH:21][CH:22]=3)[C@H:17]([O:24][C:25]3[CH:26]=[CH:27][C:28]4[N:29]([C:31]([N:34]5[CH2:39][CH2:38][CH2:37][CH2:36][C@@H:35]5[CH3:40])=[N:32][N:33]=4)[CH:30]=3)[CH2:16][CH2:15]2)=[O:12])[N:7]([C:41]2[CH:42]=[C:43]([CH:52]=[CH:53][CH:54]=2)[O:44][CH2:45][CH2:46][O:47]S(C)(=O)=O)[N:6]=1)([CH3:4])([CH3:3])[CH3:2].[NH:55]1[CH2:60][CH2:59][CH2:58][CH2:57][CH2:56]1.C1C[O:64]CC1. No catalyst specified. The product is [CH:46]([OH:47])=[O:64].[C:1]([C:5]1[CH:9]=[C:8]([NH:10][C:11]([NH:13][C@@H:14]2[C:23]3[C:18](=[CH:19][CH:20]=[CH:21][CH:22]=3)[C@H:17]([O:24][C:25]3[CH:26]=[CH:27][C:28]4[N:29]([C:31]([N:34]5[CH2:39][CH2:38][CH2:37][CH2:36][C@@H:35]5[CH3:40])=[N:32][N:33]=4)[CH:30]=3)[CH2:16][CH2:15]2)=[O:12])[N:7]([C:41]2[CH:54]=[CH:53][CH:52]=[C:43]([O:44][CH2:45][CH2:46][N:55]3[CH2:60][CH2:59][CH2:58][CH2:57][CH2:56]3)[CH:42]=2)[N:6]=1)([CH3:2])([CH3:3])[CH3:4]. The yield is 0.460. (4) The reactants are O=C1C2C(=CC=CC=2)C(=O)[N:3]1[CH2:12][CH2:13][CH2:14][CH2:15][N:16]([C:32]([NH:34][CH:35]([CH3:37])[CH3:36])=[O:33])[C@@H:17]1[CH2:22][CH2:21][CH2:20][N:19]([C:23]([NH:25][C:26]2[CH:31]=[CH:30][CH:29]=[CH:28][CH:27]=2)=[O:24])[CH2:18]1.NN.[Cl:40][C:41]1[CH:46]=[C:45]([Cl:47])[CH:44]=[CH:43][C:42]=1[S:48](Cl)(=[O:50])=[O:49].CCN(CC)CC. The catalyst is CCO.C(Cl)Cl. The product is [Cl:40][C:41]1[CH:46]=[C:45]([Cl:47])[CH:44]=[CH:43][C:42]=1[S:48]([NH:3][CH2:12][CH2:13][CH2:14][CH2:15][N:16]([C:32]([NH:34][CH:35]([CH3:37])[CH3:36])=[O:33])[C@@H:17]1[CH2:22][CH2:21][CH2:20][N:19]([C:23]([NH:25][C:26]2[CH:31]=[CH:30][CH:29]=[CH:28][CH:27]=2)=[O:24])[CH2:18]1)(=[O:50])=[O:49]. The yield is 0.430. (5) The reactants are [Br:1][C:2]1[CH:7]=[CH:6][C:5]([S:8](Cl)(=[O:10])=[O:9])=[C:4]([F:12])[CH:3]=1.[NH2:13][C:14]1[C:15]([CH3:21])=[N:16][N:17]([CH3:20])[C:18]=1[CH3:19]. The catalyst is N1C=CC=CC=1. The product is [Br:1][C:2]1[CH:7]=[CH:6][C:5]([S:8]([NH:13][C:14]2[C:15]([CH3:21])=[N:16][N:17]([CH3:20])[C:18]=2[CH3:19])(=[O:10])=[O:9])=[C:4]([F:12])[CH:3]=1. The yield is 0.600.